From a dataset of Full USPTO retrosynthesis dataset with 1.9M reactions from patents (1976-2016). Predict the reactants needed to synthesize the given product. Given the product [CH:18]1([CH2:17][NH:16][C:14]([C:11]2[CH:12]=[CH:13][C:8]([C:6]3[C:5]([CH3:21])=[CH:4][CH:3]=[C:2]([NH:1][C:27]([C:24]4[CH:25]=[CH:26][S:22][CH:23]=4)=[O:28])[CH:7]=3)=[CH:9][CH:10]=2)=[O:15])[CH2:20][CH2:19]1, predict the reactants needed to synthesize it. The reactants are: [NH2:1][C:2]1[CH:3]=[CH:4][C:5]([CH3:21])=[C:6]([C:8]2[CH:13]=[CH:12][C:11]([C:14]([NH:16][CH2:17][CH:18]3[CH2:20][CH2:19]3)=[O:15])=[CH:10][CH:9]=2)[CH:7]=1.[S:22]1[CH:26]=[CH:25][C:24]([C:27](O)=[O:28])=[CH:23]1.